This data is from NCI-60 drug combinations with 297,098 pairs across 59 cell lines. The task is: Regression. Given two drug SMILES strings and cell line genomic features, predict the synergy score measuring deviation from expected non-interaction effect. (1) Drug 1: CC1=C2C(C(=O)C3(C(CC4C(C3C(C(C2(C)C)(CC1OC(=O)C(C(C5=CC=CC=C5)NC(=O)OC(C)(C)C)O)O)OC(=O)C6=CC=CC=C6)(CO4)OC(=O)C)OC)C)OC. Drug 2: C1CCN(CC1)CCOC2=CC=C(C=C2)C(=O)C3=C(SC4=C3C=CC(=C4)O)C5=CC=C(C=C5)O. Cell line: A549. Synergy scores: CSS=67.2, Synergy_ZIP=17.9, Synergy_Bliss=17.5, Synergy_Loewe=-9.41, Synergy_HSA=16.9. (2) Cell line: NCI-H322M. Drug 2: CC(C)CN1C=NC2=C1C3=CC=CC=C3N=C2N. Synergy scores: CSS=47.2, Synergy_ZIP=0.469, Synergy_Bliss=-0.890, Synergy_Loewe=-7.54, Synergy_HSA=-1.62. Drug 1: CC1=C2C(C(=O)C3(C(CC4C(C3C(C(C2(C)C)(CC1OC(=O)C(C(C5=CC=CC=C5)NC(=O)C6=CC=CC=C6)O)O)OC(=O)C7=CC=CC=C7)(CO4)OC(=O)C)O)C)OC(=O)C. (3) Drug 1: CC12CCC3C(C1CCC2=O)CC(=C)C4=CC(=O)C=CC34C. Drug 2: CCC1(C2=C(COC1=O)C(=O)N3CC4=CC5=C(C=CC(=C5CN(C)C)O)N=C4C3=C2)O.Cl. Cell line: ACHN. Synergy scores: CSS=55.0, Synergy_ZIP=1.45, Synergy_Bliss=3.13, Synergy_Loewe=-4.55, Synergy_HSA=4.76. (4) Synergy scores: CSS=11.6, Synergy_ZIP=-2.50, Synergy_Bliss=-1.74, Synergy_Loewe=0.845, Synergy_HSA=2.12. Drug 1: CC(CN1CC(=O)NC(=O)C1)N2CC(=O)NC(=O)C2. Cell line: EKVX. Drug 2: CN(CC1=CN=C2C(=N1)C(=NC(=N2)N)N)C3=CC=C(C=C3)C(=O)NC(CCC(=O)O)C(=O)O. (5) Cell line: OVCAR-8. Drug 2: C1C(C(OC1N2C=NC(=NC2=O)N)CO)O. Drug 1: CC1=C2C(C(=O)C3(C(CC4C(C3C(C(C2(C)C)(CC1OC(=O)C(C(C5=CC=CC=C5)NC(=O)C6=CC=CC=C6)O)O)OC(=O)C7=CC=CC=C7)(CO4)OC(=O)C)O)C)OC(=O)C. Synergy scores: CSS=28.8, Synergy_ZIP=-9.51, Synergy_Bliss=-8.74, Synergy_Loewe=-17.5, Synergy_HSA=-5.30.